Dataset: Forward reaction prediction with 1.9M reactions from USPTO patents (1976-2016). Task: Predict the product of the given reaction. (1) Given the reactants [CH:1]1([CH:7]2[C:16]3[C:11](=[CH:12][CH:13]=[C:14]([OH:17])[CH:15]=3)[CH2:10][CH2:9][N:8]2[C:18]([O:20][C:21]([CH3:24])([CH3:23])[CH3:22])=[O:19])[CH2:6][CH2:5][CH2:4][CH2:3][CH2:2]1.Cl[CH2:26][C:27]([CH3:29])=[O:28].C(=O)([O-])[O-].[K+].[K+].O, predict the reaction product. The product is: [CH:1]1([CH:7]2[C:16]3[C:11](=[CH:12][CH:13]=[C:14]([O:17][CH2:26][C:27](=[O:28])[CH3:29])[CH:15]=3)[CH2:10][CH2:9][N:8]2[C:18]([O:20][C:21]([CH3:24])([CH3:23])[CH3:22])=[O:19])[CH2:2][CH2:3][CH2:4][CH2:5][CH2:6]1. (2) Given the reactants [C:1]([O:5][C:6]([N:8]1[C:16]2[C:11](=[CH:12][CH:13]=[CH:14][CH:15]=2)[CH:10]=[C:9]1[C:17]1[C:18](=[O:32])[N:19]([CH2:24][O:25][CH2:26][CH2:27][Si:28]([CH3:31])([CH3:30])[CH3:29])[CH:20]=[C:21]([NH2:23])[CH:22]=1)=[O:7])([CH3:4])([CH3:3])[CH3:2].[CH2:33]([N:40]1[CH:44]=[C:43]([C:45](O)=[O:46])[CH:42]=[N:41]1)[C:34]1[CH:39]=[CH:38][CH:37]=[CH:36][CH:35]=1.C(N(CC)CC)C.CN(C(ON1N=NC2C1=CC=CC=2)=[N+](C)C)C.F[P-](F)(F)(F)(F)F, predict the reaction product. The product is: [C:1]([O:5][C:6]([N:8]1[C:16]2[C:11](=[CH:12][CH:13]=[CH:14][CH:15]=2)[CH:10]=[C:9]1[C:17]1[C:18](=[O:32])[N:19]([CH2:24][O:25][CH2:26][CH2:27][Si:28]([CH3:29])([CH3:30])[CH3:31])[CH:20]=[C:21]([NH:23][C:45]([C:43]2[CH:42]=[N:41][N:40]([CH2:33][C:34]3[CH:39]=[CH:38][CH:37]=[CH:36][CH:35]=3)[CH:44]=2)=[O:46])[CH:22]=1)=[O:7])([CH3:4])([CH3:3])[CH3:2]. (3) Given the reactants C([O:4][C:5]1[CH:14]=[C:13]2[C:8]([C:9]([Cl:15])=[N:10][CH:11]=[N:12]2)=[C:7]([O:16][CH:17]2[CH2:21][CH2:20][CH2:19][CH2:18]2)[CH:6]=1)(=O)C.N, predict the reaction product. The product is: [Cl:15][C:9]1[C:8]2[C:13](=[CH:14][C:5]([OH:4])=[CH:6][C:7]=2[O:16][CH:17]2[CH2:21][CH2:20][CH2:19][CH2:18]2)[N:12]=[CH:11][N:10]=1. (4) Given the reactants O[C:2]1([CH3:29])[C:11]2[C:6](=[N:7][C:8]([C:12]3[CH:17]=[CH:16][CH:15]=[C:14]([C:18]([F:21])([F:20])[F:19])[CH:13]=3)=[CH:9][CH:10]=2)[N:5](C(OC(C)(C)C)=O)[CH2:4][CH2:3]1.FC(F)(F)C(O)=O, predict the reaction product. The product is: [CH3:29][C:2]1[C:11]2[C:6](=[N:7][C:8]([C:12]3[CH:17]=[CH:16][CH:15]=[C:14]([C:18]([F:21])([F:19])[F:20])[CH:13]=3)=[CH:9][CH:10]=2)[NH:5][CH2:4][CH:3]=1. (5) Given the reactants [CH2:1]([C:8]1[CH:13]=[C:12](I)[CH:11]=[CH:10][C:9]=1[O:15][CH2:16][O:17][CH3:18])[C:2]1[CH:7]=[CH:6][CH:5]=[CH:4][CH:3]=1.[NH:19]1[CH2:23][CH2:22][CH2:21][C:20]1=[O:24].C(=O)([O-])[O-].[K+].[K+].N, predict the reaction product. The product is: [CH2:1]([C:8]1[CH:13]=[C:12]([N:19]2[CH2:23][CH2:22][CH2:21][C:20]2=[O:24])[CH:11]=[CH:10][C:9]=1[O:15][CH2:16][O:17][CH3:18])[C:2]1[CH:7]=[CH:6][CH:5]=[CH:4][CH:3]=1. (6) Given the reactants [Cl:1][C:2]1[CH:31]=[C:30]([Cl:32])[CH:29]=[CH:28][C:3]=1[O:4][C:5]1[CH:10]=[CH:9][CH:8]=[CH:7][C:6]=1[NH:11][S:12]([C:15]1[CH:27]=[CH:26][C:18]([C:19]([NH:21][CH2:22][C:23](O)=[O:24])=[O:20])=[CH:17][CH:16]=1)(=[O:14])=[O:13].[CH3:33][N:34]([CH3:39])[CH2:35][CH:36]([NH2:38])[CH3:37], predict the reaction product. The product is: [Cl:1][C:2]1[CH:31]=[C:30]([Cl:32])[CH:29]=[CH:28][C:3]=1[O:4][C:5]1[CH:10]=[CH:9][CH:8]=[CH:7][C:6]=1[NH:11][S:12]([C:15]1[CH:27]=[CH:26][C:18]([C:19]([NH:21][CH2:22][C:23](=[O:24])[NH:38][CH:36]([CH3:37])[CH2:35][N:34]([CH3:39])[CH3:33])=[O:20])=[CH:17][CH:16]=1)(=[O:13])=[O:14].